This data is from Catalyst prediction with 721,799 reactions and 888 catalyst types from USPTO. The task is: Predict which catalyst facilitates the given reaction. Reactant: [CH2:1]([O:3][C:4]([C:6]1[CH:7]=[C:8]([C:19](O)=[O:20])[CH:9]=[C:10]([C:12]2[CH:17]=[CH:16][C:15]([CH3:18])=[CH:14][CH:13]=2)[CH:11]=1)=[O:5])[CH3:2].B. Product: [OH:20][CH2:19][C:8]1[CH:7]=[C:6]([C:4]([O:3][CH2:1][CH3:2])=[O:5])[CH:11]=[C:10]([C:12]2[CH:13]=[CH:14][C:15]([CH3:18])=[CH:16][CH:17]=2)[CH:9]=1. The catalyst class is: 7.